Dataset: Catalyst prediction with 721,799 reactions and 888 catalyst types from USPTO. Task: Predict which catalyst facilitates the given reaction. Reactant: [CH:1]1[C:10]2[C:5](=[CH:6][CH:7]=[CH:8][CH:9]=2)[CH:4]=[CH:3][C:2]=1[NH:11][C:12](=[O:32])[O:13][CH2:14][C@H:15]1[CH2:19][C@@H:18]([NH:20][S:21]([C:24]2[CH:29]=[C:28]([Br:30])[CH:27]=[CH:26][C:25]=2[Br:31])(=[O:23])=[O:22])[CH2:17][NH:16]1.C[CH2:34][N:35](C(C)C)C(C)C.BrC#N.C(O)C(N)(CO)CO. Product: [CH:1]1[C:10]2[C:5](=[CH:6][CH:7]=[CH:8][CH:9]=2)[CH:4]=[CH:3][C:2]=1[NH:11][C:12](=[O:32])[O:13][CH2:14][C@H:15]1[CH2:19][C@@H:18]([NH:20][S:21]([C:24]2[CH:29]=[C:28]([Br:30])[CH:27]=[CH:26][C:25]=2[Br:31])(=[O:22])=[O:23])[CH2:17][N:16]1[C:34]#[N:35]. The catalyst class is: 2.